Dataset: Full USPTO retrosynthesis dataset with 1.9M reactions from patents (1976-2016). Task: Predict the reactants needed to synthesize the given product. Given the product [CH2:29]([NH:31][C:12]([C:10]1[CH:9]=[CH:8][C:7]2[N:3]([CH2:1][CH3:2])[C:4]([NH:15][C:16]3[S:17][C:18]4[CH:24]=[C:23]([C:25]([F:28])([F:27])[F:26])[CH:22]=[CH:21][C:19]=4[N:20]=3)=[N:5][C:6]=2[CH:11]=1)=[O:14])[CH3:30], predict the reactants needed to synthesize it. The reactants are: [CH2:1]([N:3]1[C:7]2[CH:8]=[CH:9][C:10]([C:12]([OH:14])=O)=[CH:11][C:6]=2[N:5]=[C:4]1[NH:15][C:16]1[S:17][C:18]2[CH:24]=[C:23]([C:25]([F:28])([F:27])[F:26])[CH:22]=[CH:21][C:19]=2[N:20]=1)[CH3:2].[CH2:29]([NH2:31])[CH3:30].CN(C(ON1N=NC2C=CC=CC1=2)=[N+](C)C)C.F[P-](F)(F)(F)(F)F.CCN(C(C)C)C(C)C.